Task: Predict the product of the given reaction.. Dataset: Forward reaction prediction with 1.9M reactions from USPTO patents (1976-2016) (1) Given the reactants [CH:1]1([NH2:7])[CH2:6][CH2:5][CH2:4][CH2:3][CH2:2]1.C([O:10][C:11]([C:13]1[C:14](=[O:25])[N:15]([CH3:24])[C:16]2[C:21]([C:22]=1[OH:23])=[CH:20][CH:19]=[CH:18][CH:17]=2)=O)C, predict the reaction product. The product is: [CH:1]1([NH:7][C:11]([C:13]2[C:14](=[O:25])[N:15]([CH3:24])[C:16]3[C:21]([C:22]=2[OH:23])=[CH:20][CH:19]=[CH:18][CH:17]=3)=[O:10])[CH2:6][CH2:5][CH2:4][CH2:3][CH2:2]1. (2) Given the reactants Br.[CH3:2][C:3]1[S:4][C:5]2[CH2:11][CH2:10][NH:9][CH2:8][CH2:7][C:6]=2[N:12]=1.[Li+].[F:14][C:15]1[CH:20]=[CH:19][C:18]([N:21]2[CH:25]=[C:24]([C:26]3[CH:31]=[CH:30][C:29]([F:32])=[CH:28][CH:27]=3)[N:23]=[C:22]2[CH2:33][C:34]([O-])=[O:35])=[CH:17][CH:16]=1.CN(C(ON1N=NC2C=CC=CC1=2)=[N+](C)C)C.[B-](F)(F)(F)F.CCN(C(C)C)C(C)C, predict the reaction product. The product is: [F:14][C:15]1[CH:16]=[CH:17][C:18]([N:21]2[CH:25]=[C:24]([C:26]3[CH:31]=[CH:30][C:29]([F:32])=[CH:28][CH:27]=3)[N:23]=[C:22]2[CH2:33][C:34]([N:9]2[CH2:10][CH2:11][C:5]3[S:4][C:3]([CH3:2])=[N:12][C:6]=3[CH2:7][CH2:8]2)=[O:35])=[CH:19][CH:20]=1. (3) Given the reactants [CH2:1]([O:3][C:4](=[O:17])[CH:5]([NH:8][C:9](=O)[C:10]1[CH:15]=[CH:14][CH:13]=[CH:12][CH:11]=1)[C:6]#[N:7])[CH3:2].COC1C=CC(P2(SP(C3C=CC(OC)=CC=3)(=S)S2)=[S:27])=CC=1, predict the reaction product. The product is: [CH2:1]([O:3][C:4]([C:5]1[N:8]=[C:9]([C:10]2[CH:15]=[CH:14][CH:13]=[CH:12][CH:11]=2)[S:27][C:6]=1[NH2:7])=[O:17])[CH3:2]. (4) The product is: [CH2:1]([O:8][CH2:9][CH2:10][O:11][C:36]1[CH:37]=[CH:38][C:33]([O:32][CH2:25][C:26]2[CH:31]=[CH:30][CH:29]=[CH:28][CH:27]=2)=[CH:34][CH:35]=1)[C:2]1[CH:7]=[CH:6][CH:5]=[CH:4][CH:3]=1. Given the reactants [CH2:1]([O:8][CH2:9][CH2:10][OH:11])[C:2]1[CH:7]=[CH:6][CH:5]=[CH:4][CH:3]=1.C1(C)C=CC(S(Cl)(=O)=O)=CC=1.[OH-].[Na+].[CH2:25]([O:32][C:33]1[CH:38]=[CH:37][C:36](O)=[CH:35][CH:34]=1)[C:26]1[CH:31]=[CH:30][CH:29]=[CH:28][CH:27]=1, predict the reaction product. (5) Given the reactants [F:1][C:2]1[CH:22]=[CH:21][CH:20]=[C:19]([F:23])[C:3]=1[CH2:4][O:5][C:6]1[C:7]2[N:8]([C:12]([C:16](O)=[O:17])=[C:13]([CH3:15])[N:14]=2)[CH:9]=[CH:10][CH:11]=1.F[B-](F)(F)F.N1(O[C+](N(C)C)N(C)C)C2C=CC=CC=2N=N1.CN1CCOCC1.Cl.[CH3:54][O:55][C:56](=[O:61])[C@H:57]([CH2:59][OH:60])[NH2:58], predict the reaction product. The product is: [F:23][C:19]1[CH:20]=[CH:21][CH:22]=[C:2]([F:1])[C:3]=1[CH2:4][O:5][C:6]1[C:7]2[N:8]([C:12]([C:16]([NH:58][C@H:57]([C:56]([O:55][CH3:54])=[O:61])[CH2:59][OH:60])=[O:17])=[C:13]([CH3:15])[N:14]=2)[CH:9]=[CH:10][CH:11]=1. (6) Given the reactants [CH3:1][C:2]([C@@H:4]1[C@@:8]2([CH3:23])[CH2:9][CH2:10][C@@H:11]3[C@@:16]4([CH3:22])[CH2:17][CH2:18][C@H:19]([OH:21])[CH2:20][C:15]4=[CH:14][CH2:13][C@H:12]3[C@@H:7]2[CH2:6][CH2:5]1)=[O:3].N1C=CN=C1.[Si:29](Cl)([C:32]([CH3:35])([CH3:34])[CH3:33])([CH3:31])[CH3:30], predict the reaction product. The product is: [CH3:33][C:32]([Si:29]([CH3:31])([CH3:30])[O:21][C@@H:19]1[CH2:20][C:15]2[C@@:16]([CH3:22])([C@@H:11]3[C@@H:12]([CH2:13][CH:14]=2)[C@H:7]2[C@@:8]([CH3:23])([C@@H:4]([C:2](=[O:3])[CH3:1])[CH2:5][CH2:6]2)[CH2:9][CH2:10]3)[CH2:17][CH2:18]1)([CH3:35])[CH3:34]. (7) The product is: [ClH:19].[CH2:1]([C:3]1[C:8](=[O:9])[NH:7][C:6]([CH3:10])=[C:5]([C:11]2[S:15][C:14]([S:16]([N:29]3[CH2:30][CH2:31][CH:26]([N:20]4[CH2:25][CH2:24][CH2:23][CH2:22][CH2:21]4)[CH2:27][CH2:28]3)(=[O:18])=[O:17])=[CH:13][CH:12]=2)[CH:4]=1)[CH3:2]. Given the reactants [CH2:1]([C:3]1[C:8](=[O:9])[NH:7][C:6]([CH3:10])=[C:5]([C:11]2[S:15][C:14]([S:16]([Cl:19])(=[O:18])=[O:17])=[CH:13][CH:12]=2)[CH:4]=1)[CH3:2].[N:20]1([CH:26]2[CH2:31][CH2:30][NH:29][CH2:28][CH2:27]2)[CH2:25][CH2:24][CH2:23][CH2:22][CH2:21]1, predict the reaction product. (8) Given the reactants [Cl:1][C:2]1[CH:7]=[C:6]2[NH:8][C:9](=[O:40])[C:10]3([CH:15]([C:16]4[CH:21]=[C:20]([Cl:22])[CH:19]=[CH:18][C:17]=4[O:23][C:24]([C:27]([O:29][CH3:30])=[O:28])([CH3:26])[CH3:25])[CH2:14][C:13](=O)[NH:12][CH:11]3[C:32]3[CH:37]=[C:36]([F:38])[CH:35]=[CH:34][C:33]=3[CH3:39])[C:5]2=[CH:4][CH:3]=1.COC1C=CC(P2(SP(C3C=CC(OC)=CC=3)(=S)S2)=[S:50])=CC=1, predict the reaction product. The product is: [Cl:1][C:2]1[CH:7]=[C:6]2[NH:8][C:9](=[O:40])[C:10]3([CH:15]([C:16]4[CH:21]=[C:20]([Cl:22])[CH:19]=[CH:18][C:17]=4[O:23][C:24]([C:27]([O:29][CH3:30])=[O:28])([CH3:26])[CH3:25])[CH2:14][C:13](=[S:50])[NH:12][CH:11]3[C:32]3[CH:37]=[C:36]([F:38])[CH:35]=[CH:34][C:33]=3[CH3:39])[C:5]2=[CH:4][CH:3]=1. (9) Given the reactants [CH3:1][C:2]1([CH3:29])[C:10]2[C:5](=[N:6][CH:7]=[CH:8][CH:9]=2)[N:4]([C@H:11]2[CH2:14][C@H:13]([NH:15][C:16]3[CH:21]=[CH:20][C:19]([C:22]4([CH3:27])OCC[O:23]4)=[CH:18][N:17]=3)[CH2:12]2)[C:3]1=[O:28].Cl, predict the reaction product. The product is: [C:22]([C:19]1[CH:20]=[CH:21][C:16]([NH:15][C@H:13]2[CH2:12][C@H:11]([N:4]3[C:5]4=[N:6][CH:7]=[CH:8][CH:9]=[C:10]4[C:2]([CH3:29])([CH3:1])[C:3]3=[O:28])[CH2:14]2)=[N:17][CH:18]=1)(=[O:23])[CH3:27]. (10) Given the reactants C[C:2]1(C)[O:7][C:6]2[CH:8]=[CH:9][CH:10]=[C:11]([C:12]3[CH:13]=[C:14]([CH:20]=[CH:21][CH:22]=3)[C:15]([O:17][CH2:18]C)=[O:16])[C:5]=2[C:4](=[O:23])[O:3]1.C[O-].[Na+], predict the reaction product. The product is: [OH:7][C:6]1[CH:8]=[CH:9][CH:10]=[C:11]([C:12]2[CH:22]=[CH:21][CH:20]=[C:14]([C:15]([O:17][CH3:18])=[O:16])[CH:13]=2)[C:5]=1[C:4]([O:3][CH3:2])=[O:23].